Dataset: P-glycoprotein inhibition data for predicting drug efflux from Broccatelli et al.. Task: Regression/Classification. Given a drug SMILES string, predict its absorption, distribution, metabolism, or excretion properties. Task type varies by dataset: regression for continuous measurements (e.g., permeability, clearance, half-life) or binary classification for categorical outcomes (e.g., BBB penetration, CYP inhibition). Dataset: pgp_broccatelli. (1) The molecule is COc1cccc(CCc2ccccc2OCCCN2CCN(c3ccccc3OC)CC2)c1. The result is 1 (inhibitor). (2) The drug is O=C(CCc1ccccc1)c1ccccc1OC[C@@H](O)CN1CCN(C(=O)c2ccccc2)CC1. The result is 1 (inhibitor). (3) The compound is COc1ccc(-c2cc(=O)c3ccccc3o2)cc1OC. The result is 1 (inhibitor). (4) The result is 1 (inhibitor). The drug is O=C(Nc1ccccc1C(=O)N[C@@H]1CCCC[C@@H]1N1CCN(c2ccccc2)CC1)c1cnc2ccccc2c1. (5) The compound is CCN(CC)C(=O)N1CCN(C)CC1. The result is 0 (non-inhibitor). (6) The molecule is CC[C@@H](CO)NC(=O)[C@H]1C=C2c3cccc4c3c(cn4C)C[C@@H]2N(C)C1. The result is 0 (non-inhibitor). (7) The compound is CN[C@H]1c2cc(C#N)ccc2OC(C)(C)[C@@H]1O. The result is 0 (non-inhibitor).